Binary Classification. Given a drug SMILES string, predict its activity (active/inactive) in a high-throughput screening assay against a specified biological target. From a dataset of Choline transporter screen with 302,306 compounds. The compound is Brc1sc(C(=O)Nc2sc3CCCCc3n2)cc1. The result is 0 (inactive).